Dataset: Peptide-MHC class I binding affinity with 185,985 pairs from IEDB/IMGT. Task: Regression. Given a peptide amino acid sequence and an MHC pseudo amino acid sequence, predict their binding affinity value. This is MHC class I binding data. The peptide sequence is IVAPYLFWL. The MHC is HLA-A02:01 with pseudo-sequence HLA-A02:01. The binding affinity (normalized) is 0.898.